Dataset: Reaction yield outcomes from USPTO patents with 853,638 reactions. Task: Predict the reaction yield, written as a fraction of the theoretical maximum amount of product (1.0 means a 100% yield; for example, 0.34 means a 34% yield). (1) The reactants are [C:1]([O:5][C:6](=[O:35])[NH:7][C:8](=[NH:34])[C:9]1[CH:14]=[CH:13][C:12]([CH2:15][NH:16][C:17]([C@H:19]2[N:23]3[C:24](=[O:33])[C:25]([NH:28][S:29]([CH3:32])(=[O:31])=[O:30])=[CH:26][N:27]=[C:22]3[CH2:21][CH2:20]2)=[O:18])=[CH:11][CH:10]=1)([CH3:4])([CH3:3])[CH3:2].C(OC(=O)NC(C1C=CC(CNC([C@H]2N3C(=O)C(N(CC)CC)=CN=C3CC2)=O)=CC=1)=N)(C)(C)C.[CH3:71][O:72][C:73]1[CH:78]=[CH:77]C(S(Cl)(=O)=O)=[CH:75][CH:74]=1. No catalyst specified. The product is [C:1]([O:5][C:6](=[O:35])[NH:7][C:8](=[NH:34])[C:9]1[CH:14]=[CH:13][C:12]([CH2:15][NH:16][C:17]([C@H:19]2[N:23]3[C:24](=[O:33])[C:25]([NH:28][S:29]([C:32]4[CH:77]=[CH:78][C:73]([O:72][CH3:71])=[CH:74][CH:75]=4)(=[O:31])=[O:30])=[CH:26][N:27]=[C:22]3[CH2:21][CH2:20]2)=[O:18])=[CH:11][CH:10]=1)([CH3:4])([CH3:2])[CH3:3]. The yield is 0.462. (2) The catalyst is C(Cl)Cl. The yield is 0.960. The reactants are [Br:1][C:2]1[N:7]=[C:6]([CH:8]=O)[CH:5]=[CH:4][CH:3]=1.[CH3:10][O:11][CH2:12][CH2:13][NH2:14].[BH-](OC(C)=O)(OC(C)=O)OC(C)=O.[Na+]. The product is [Br:1][C:2]1[N:7]=[C:6]([CH2:8][NH:14][CH2:13][CH2:12][O:11][CH3:10])[CH:5]=[CH:4][CH:3]=1.